From a dataset of Peptide-MHC class II binding affinity with 134,281 pairs from IEDB. Regression. Given a peptide amino acid sequence and an MHC pseudo amino acid sequence, predict their binding affinity value. This is MHC class II binding data. The peptide sequence is RPAPGGKAYMDVISR. The MHC is HLA-DQA10201-DQB10402 with pseudo-sequence HLA-DQA10201-DQB10402. The binding affinity (normalized) is 0.308.